This data is from Retrosynthesis with 50K atom-mapped reactions and 10 reaction types from USPTO. The task is: Predict the reactants needed to synthesize the given product. Given the product CCCCCCCCCCCCCCCC(=O)OC[C@H](O)[C@H]1OC(=O)C(OS(=O)(=O)c2ccc(C)cc2)=C1O, predict the reactants needed to synthesize it. The reactants are: CCCCCCCCCCCCCCCC(=O)OC[C@H](O)[C@H]1OC(=O)C(O)=C1O.Cc1ccc(S(=O)(=O)Cl)cc1.